This data is from Peptide-MHC class I binding affinity with 185,985 pairs from IEDB/IMGT. The task is: Regression. Given a peptide amino acid sequence and an MHC pseudo amino acid sequence, predict their binding affinity value. This is MHC class I binding data. (1) The peptide sequence is FPVRPQVPLR. The MHC is HLA-C06:02 with pseudo-sequence HLA-C06:02. The binding affinity (normalized) is 0. (2) The binding affinity (normalized) is 0.0847. The MHC is HLA-A31:01 with pseudo-sequence HLA-A31:01. The peptide sequence is ERNEQGQTL. (3) The peptide sequence is LINLVQYRI. The MHC is HLA-A68:02 with pseudo-sequence HLA-A68:02. The binding affinity (normalized) is 0.311. (4) The peptide sequence is MAQVHQGLM. The MHC is HLA-A02:02 with pseudo-sequence HLA-A02:02. The binding affinity (normalized) is 0.225. (5) The peptide sequence is MVFQNYALY. The MHC is HLA-A80:01 with pseudo-sequence HLA-A80:01. The binding affinity (normalized) is 0.710.